The task is: Predict the product of the given reaction.. This data is from Forward reaction prediction with 1.9M reactions from USPTO patents (1976-2016). Given the reactants [N:1]1([C:7]([C:20]2[S:21][CH:22]=[CH:23][CH:24]=2)([CH3:19])[C:8]([O:10][C@@H:11]2[CH:16]3[CH2:17][CH2:18][N:13]([CH2:14][CH2:15]3)[CH2:12]2)=[O:9])[CH2:6][CH2:5][CH2:4][CH2:3][CH2:2]1.[Br:25][CH2:26][CH2:27][CH2:28][O:29][C:30]1[CH:35]=[C:34]([CH3:36])[N:33]=[C:32]([CH3:37])[CH:31]=1.C(OCC)C, predict the reaction product. The product is: [Br-:25].[CH3:36][C:34]1[CH:35]=[C:30]([O:29][CH2:28][CH2:27][CH2:26][N+:13]23[CH2:14][CH2:15][CH:16]([CH2:17][CH2:18]2)[C@@H:11]([O:10][C:8](=[O:9])[C:7]([N:1]2[CH2:2][CH2:3][CH2:4][CH2:5][CH2:6]2)([C:20]2[S:21][CH:22]=[CH:23][CH:24]=2)[CH3:19])[CH2:12]3)[CH:31]=[C:32]([CH3:37])[N:33]=1.